This data is from Forward reaction prediction with 1.9M reactions from USPTO patents (1976-2016). The task is: Predict the product of the given reaction. (1) Given the reactants [CH3:1][O:2][C:3]([C:5]1[O:6][C:7](Br)=[CH:8][CH:9]=1)=[O:4].C(=O)([O-])[O-].[Na+].[Na+].[CH2:17]([C:19]([C:38]1[CH:43]=[CH:42][C:41]([OH:44])=[C:40]([CH3:45])[CH:39]=1)([C:22]1[CH:27]=[CH:26][C:25](B2OC(C)(C)C(C)(C)O2)=[C:24]([CH3:37])[CH:23]=1)[CH2:20][CH3:21])[CH3:18].C(OCC)(=O)C, predict the reaction product. The product is: [CH3:1][O:2][C:3]([C:5]1[O:6][C:7]([C:25]2[CH:26]=[CH:27][C:22]([C:19]([CH2:20][CH3:21])([C:38]3[CH:43]=[CH:42][C:41]([OH:44])=[C:40]([CH3:45])[CH:39]=3)[CH2:17][CH3:18])=[CH:23][C:24]=2[CH3:37])=[CH:8][CH:9]=1)=[O:4]. (2) Given the reactants Br[C:2]1[S:26][C:5]2=[N:6][C:7]([CH3:25])=[C:8]([C:20]([O:22][CH2:23][CH3:24])=[O:21])[C:9]([NH:10][S:11]([C:14]3[CH:19]=[CH:18][CH:17]=[CH:16][CH:15]=3)(=[O:13])=[O:12])=[C:4]2[CH:3]=1.O(C([N:34]1[CH:38]=[C:37](B(O)O)[CH:36]=[N:35]1)=O)C(C)(C)C.C(=O)([O-])[O-].[K+].[K+], predict the reaction product. The product is: [CH3:25][C:7]1[N:6]=[C:5]2[S:26][C:2]([C:37]3[CH:38]=[N:34][NH:35][CH:36]=3)=[CH:3][C:4]2=[C:9]([NH:10][S:11]([C:14]2[CH:19]=[CH:18][CH:17]=[CH:16][CH:15]=2)(=[O:13])=[O:12])[C:8]=1[C:20]([O:22][CH2:23][CH3:24])=[O:21]. (3) Given the reactants [CH2:1]([O:8][C:9]1[C:10]([C:17]([O:19]C2C=CC=CC=2)=[O:18])=[C:11]([CH3:16])[C:12](Br)=[N:13][CH:14]=1)[C:2]1[CH:7]=[CH:6][CH:5]=[CH:4][CH:3]=1.C([O-])([O-])=[O:27].[Cs+].[Cs+].[CH3:32][C:33](P(C(C)(C)C)C1N(C2C(C3C=CC=CC=3)=NN(C3C=CC=CC=3)C=2C2C=CC=CC=2)N=CC=1)([CH3:35])C.[OH-].[Na+], predict the reaction product. The product is: [CH2:1]([O:8][C:9]1[C:10]([C:17]([OH:19])=[O:18])=[C:11]([CH3:16])[C:12]([O:27][CH:33]([CH3:35])[CH3:32])=[N:13][CH:14]=1)[C:2]1[CH:3]=[CH:4][CH:5]=[CH:6][CH:7]=1. (4) Given the reactants [Cl:1][C:2]1[CH:7]=[CH:6][C:5]([C:8]2[CH:13]=[CH:12][CH:11]=[C:10]([CH2:14][NH:15][CH2:16][C:17]3[CH:22]=[CH:21][C:20]([F:23])=[CH:19][CH:18]=3)[CH:9]=2)=[CH:4][CH:3]=1.C(N(CC)CC)C.[Cl:31][C:32]1[C:33]([OH:46])=[C:34]([S:42](Cl)(=[O:44])=[O:43])[CH:35]=[C:36]([C:38]([F:41])([F:40])[F:39])[CH:37]=1, predict the reaction product. The product is: [Cl:31][C:32]1[C:33]([OH:46])=[C:34]([S:42]([N:15]([CH2:14][C:10]2[CH:9]=[C:8]([C:5]3[CH:6]=[CH:7][C:2]([Cl:1])=[CH:3][CH:4]=3)[CH:13]=[CH:12][CH:11]=2)[CH2:16][C:17]2[CH:18]=[CH:19][C:20]([F:23])=[CH:21][CH:22]=2)(=[O:44])=[O:43])[CH:35]=[C:36]([C:38]([F:40])([F:41])[F:39])[CH:37]=1. (5) Given the reactants C(OC(OCC)CNCC1C=CC=C(OC)C=1)C.COC1C=C(C=C(OC)C=1OC)C=O.[ClH:33].[NH4+].[OH-].[CH3:36][O:37][C:38]1[CH:39]=[C:40]([CH:54]=[C:55]([O:59][CH3:60])[C:56]=1[O:57][CH3:58])[CH2:41][C:42]1[C:51]2[C:46](=[CH:47][C:48]([O:52][CH3:53])=[CH:49][CH:50]=2)[CH:45]=[N:44][CH:43]=1, predict the reaction product. The product is: [ClH:33].[CH3:36][O:37][C:38]1[CH:39]=[C:40]([CH:54]=[C:55]([O:59][CH3:60])[C:56]=1[O:57][CH3:58])[CH2:41][C:42]1[C:51]2[C:46](=[CH:47][C:48]([O:52][CH3:53])=[CH:49][CH:50]=2)[CH:45]=[N:44][CH:43]=1.